From a dataset of Forward reaction prediction with 1.9M reactions from USPTO patents (1976-2016). Predict the product of the given reaction. (1) The product is: [CH3:11][C:4]1[CH:3]=[C:2]([B:20]2[O:21][C:22]([CH3:24])([CH3:23])[C:18]([CH3:34])([CH3:17])[O:19]2)[CH:7]=[CH:6][C:5]=1[CH:8]([OH:10])[CH3:9]. Given the reactants Br[C:2]1[CH:7]=[CH:6][C:5]([CH:8]([OH:10])[CH3:9])=[C:4]([CH3:11])[CH:3]=1.C([O-])(=O)C.[K+].[CH3:17][C:18]1([CH3:34])[C:22]([CH3:24])([CH3:23])[O:21][B:20]([B:20]2[O:21][C:22]([CH3:24])([CH3:23])[C:18]([CH3:34])([CH3:17])[O:19]2)[O:19]1.ClCCl, predict the reaction product. (2) Given the reactants [CH:1]([C:3]1[CH:12]=[C:11]2[C:6]([CH2:7][CH2:8][N:9]([C:13]3[CH:20]=[CH:19][C:16]([C:17]#[N:18])=[CH:15][CH:14]=3)[CH2:10]2)=[CH:5][C:4]=1[O:21][CH3:22])=[O:2].S(=O)(=O)(O)[OH:24].C([O-])([O-])=O.[K+].[K+], predict the reaction product. The product is: [CH:1]([C:3]1[C:4]([O:21][CH3:22])=[CH:5][CH:6]=[C:7]2[C:12]=1[CH2:11][CH2:10][N:9]([C:13]1[CH:14]=[CH:15][C:16]([C:17]([NH2:18])=[O:24])=[CH:19][CH:20]=1)[CH2:8]2)=[O:2]. (3) Given the reactants [C:1]([C:4]1[CH:5]=[C:6]([NH:11][C:12](=[O:23])[C:13]2[CH:18]=[C:17]([O:19][CH3:20])[CH:16]=[C:15]([O:21][CH3:22])[CH:14]=2)[CH:7]=[CH:8][C:9]=1[Cl:10])(=[O:3])[CH3:2].[Br:24]Br, predict the reaction product. The product is: [Br:24][CH2:2][C:1]([C:4]1[CH:5]=[C:6]([NH:11][C:12](=[O:23])[C:13]2[CH:18]=[C:17]([O:19][CH3:20])[CH:16]=[C:15]([O:21][CH3:22])[CH:14]=2)[CH:7]=[CH:8][C:9]=1[Cl:10])=[O:3]. (4) Given the reactants Br[C:2]1[C:3]([NH:8][C@H:9]([C:14]([NH:16][CH2:17][C:18]#[N:19])=[O:15])[CH2:10][CH:11]([CH3:13])[CH3:12])=[N:4][N:5]([CH3:7])[CH:6]=1.[C:20]([O:24][C:25]([N:27]1[CH2:32][CH2:31][N:30]([C:33]2[CH:38]=[CH:37][C:36](B(O)O)=[CH:35][CH:34]=2)[CH2:29][CH2:28]1)=[O:26])([CH3:23])([CH3:22])[CH3:21].C(=O)([O-])[O-].[Na+].[Na+].O, predict the reaction product. The product is: [C:18]([CH2:17][NH:16][C:14](=[O:15])[C@H:9]([CH2:10][CH:11]([CH3:13])[CH3:12])[NH:8][C:3]1[C:2]([C:36]2[CH:35]=[CH:34][C:33]([N:30]3[CH2:29][CH2:28][N:27]([C:25]([O:24][C:20]([CH3:23])([CH3:22])[CH3:21])=[O:26])[CH2:32][CH2:31]3)=[CH:38][CH:37]=2)=[CH:6][N:5]([CH3:7])[N:4]=1)#[N:19]. (5) Given the reactants [CH3:1][C:2]1[CH:7]=[CH:6][CH:5]=[CH:4][N:3]=1.[CH2:8]([Br:15])[C:9]1[CH:14]=[CH:13][CH:12]=[CH:11][CH:10]=1, predict the reaction product. The product is: [Br-:15].[CH2:8]([N+:3]1[CH:4]=[CH:5][CH:6]=[CH:7][C:2]=1[CH3:1])[C:9]1[CH:14]=[CH:13][CH:12]=[CH:11][CH:10]=1. (6) Given the reactants [O:1]=[C:2]1[C:6]2[CH:7]=[CH:8][CH:9]=[CH:10][C:5]=2[CH:4]([CH2:11][C:12]#[N:13])[O:3]1.[N:14]([Sn](CCCC)(CCCC)CCCC)=[N+:15]=[N-:16], predict the reaction product. The product is: [NH:14]1[C:12]([CH2:11][CH:4]2[C:5]3[CH:10]=[CH:9][CH:8]=[CH:7][C:6]=3[C:2](=[O:1])[O:3]2)=[N:13][N:16]=[N:15]1.